Dataset: Reaction yield outcomes from USPTO patents with 853,638 reactions. Task: Predict the reaction yield, written as a fraction of the theoretical maximum amount of product (1.0 means a 100% yield; for example, 0.34 means a 34% yield). (1) The reactants are [C:1]1([C:30]2[CH:35]=[CH:34][CH:33]=[CH:32][CH:31]=2)[CH:6]=[CH:5][CH:4]=[C:3]([NH:7][C:8](=[O:29])[CH2:9][CH2:10][CH2:11][CH2:12][CH2:13][NH:14][C:15](=[O:28])[CH2:16][O:17][CH2:18][CH2:19]NC(=O)OC(C)(C)C)[CH:2]=1.[N:36]1[CH:41]=[CH:40]C(CO)=[CH:38][CH:37]=1.C(OC(=O)NCCO)(C)(C)C. No catalyst specified. The product is [C:1]1([C:30]2[CH:31]=[CH:32][CH:33]=[CH:34][CH:35]=2)[CH:6]=[CH:5][CH:4]=[C:3]([NH:7][C:8](=[O:29])[CH2:9][CH2:10][CH2:11][CH2:12][CH2:13][NH:14][C:15](=[O:28])[CH2:16][O:17][CH2:18][C:19]2[CH:40]=[CH:41][N:36]=[CH:37][CH:38]=2)[CH:2]=1. The yield is 0.520. (2) The reactants are [C:1]([C:3]1[C:4]([O:9][C:10]2[CH:11]=[CH:12][C:13]3[O:17][C:16]([CH:18]([NH:25][C:26]4[CH:31]=[CH:30][C:29]([C:32]([N:34]([CH3:42])[CH2:35][CH2:36][C:37]([O:39]CC)=[O:38])=[O:33])=[CH:28][CH:27]=4)[CH:19]4[CH2:24][CH2:23][CH2:22][CH2:21][CH2:20]4)=[C:15]([CH3:43])[C:14]=3[CH:44]=2)=[N:5][CH:6]=[CH:7][CH:8]=1)#[N:2].[OH-].[Na+]. The catalyst is C(O)C.O1CCCC1. The product is [C:1]([C:3]1[C:4]([O:9][C:10]2[CH:11]=[CH:12][C:13]3[O:17][C:16]([CH:18]([NH:25][C:26]4[CH:27]=[CH:28][C:29]([C:32]([N:34]([CH3:42])[CH2:35][CH2:36][C:37]([OH:39])=[O:38])=[O:33])=[CH:30][CH:31]=4)[CH:19]4[CH2:24][CH2:23][CH2:22][CH2:21][CH2:20]4)=[C:15]([CH3:43])[C:14]=3[CH:44]=2)=[N:5][CH:6]=[CH:7][CH:8]=1)#[N:2]. The yield is 0.330.